Dataset: Full USPTO retrosynthesis dataset with 1.9M reactions from patents (1976-2016). Task: Predict the reactants needed to synthesize the given product. (1) Given the product [NH2:1][C:2]1([C:15]2[CH:20]=[CH:19][CH:18]=[CH:17][CH:16]=2)[CH2:7][CH2:6][NH:5][CH2:4][CH2:3]1, predict the reactants needed to synthesize it. The reactants are: [NH2:1][C:2]1([C:15]2[CH:20]=[CH:19][CH:18]=[CH:17][CH:16]=2)[CH2:7][CH2:6][N:5](CC2C=CC=CC=2)[CH2:4][CH2:3]1. (2) Given the product [NH2:13][C:10]1[CH:11]=[CH:12][C:7]([N:1]2[CH2:2][CH2:3][O:4][CH2:5][CH2:6]2)=[C:8]([C:16]([N:18]2[CH2:19][CH2:20][N:21]([C:24]3[CH:25]=[CH:26][C:27]([C:30]([F:32])([F:33])[F:31])=[CH:28][CH:29]=3)[CH2:22][CH2:23]2)=[O:17])[CH:9]=1, predict the reactants needed to synthesize it. The reactants are: [N:1]1([C:7]2[CH:12]=[CH:11][C:10]([N+:13]([O-])=O)=[CH:9][C:8]=2[C:16]([N:18]2[CH2:23][CH2:22][N:21]([C:24]3[CH:29]=[CH:28][C:27]([C:30]([F:33])([F:32])[F:31])=[CH:26][CH:25]=3)[CH2:20][CH2:19]2)=[O:17])[CH2:6][CH2:5][O:4][CH2:3][CH2:2]1.[H][H]. (3) Given the product [F:67][C:65]1[CH:64]=[CH:63][C:62]([C:68]([F:70])([F:69])[F:71])=[C:61]([CH:66]=1)[C:60]([N:57]1[CH2:58][CH2:59][N:54]([C:52](=[O:53])[CH2:51][NH:50][C:25]([C:19]2[CH:18]=[N:17][N:16]([C:10]3[CH:11]=[CH:12][CH:13]=[CH:14][CH:15]=3)[C:20]=2[C:21]([F:22])([F:23])[F:24])=[O:27])[CH2:55][CH2:56]1)=[O:72], predict the reactants needed to synthesize it. The reactants are: CCN(C(C)C)C(C)C.[C:10]1([N:16]2[C:20]([C:21]([F:24])([F:23])[F:22])=[C:19]([C:25]([OH:27])=O)[CH:18]=[N:17]2)[CH:15]=[CH:14][CH:13]=[CH:12][CH:11]=1.C1C=CC2N(O)N=NC=2C=1.CCN=C=NCCCN(C)C.Cl.[NH2:50][CH2:51][C:52]([N:54]1[CH2:59][CH2:58][N:57]([C:60](=[O:72])[C:61]2[CH:66]=[C:65]([F:67])[CH:64]=[CH:63][C:62]=2[C:68]([F:71])([F:70])[F:69])[CH2:56][CH2:55]1)=[O:53]. (4) Given the product [C:27]([CH2:26][O:25][C:24]1[CH:30]=[C:31]([C:34]#[N:35])[CH:32]=[CH:33][C:23]=1[CH2:22][NH:21][C:12](=[O:14])[C:11]1[CH:15]=[CH:16][CH:17]=[C:9]([N:6]2[C:5]3[CH:18]=[CH:19][C:2]([CH3:1])=[CH:3][C:4]=3[N:8]=[CH:7]2)[CH:10]=1)(=[O:28])[NH2:29], predict the reactants needed to synthesize it. The reactants are: [CH3:1][C:2]1[CH:19]=[CH:18][C:5]2[N:6]([C:9]3[CH:10]=[C:11]([CH:15]=[CH:16][CH:17]=3)[C:12]([OH:14])=O)[CH:7]=[N:8][C:4]=2[CH:3]=1.Cl.[NH2:21][CH2:22][C:23]1[CH:33]=[CH:32][C:31]([C:34]#[N:35])=[CH:30][C:24]=1[O:25][CH2:26][C:27]([NH2:29])=[O:28]. (5) Given the product [CH3:27][C:25]1[CH:24]=[CH:23][N:22]=[C:21]([NH:19][CH2:18][CH:15]2[CH2:14][CH2:13][N:12]([S:9]([CH2:8][CH2:7][C:1]3[CH:6]=[CH:5][CH:4]=[CH:3][CH:2]=3)(=[O:10])=[O:11])[CH2:17][CH2:16]2)[N:26]=1, predict the reactants needed to synthesize it. The reactants are: [C:1]1([CH2:7][CH2:8][S:9]([N:12]2[CH2:17][CH2:16][CH:15]([CH2:18][NH2:19])[CH2:14][CH2:13]2)(=[O:11])=[O:10])[CH:6]=[CH:5][CH:4]=[CH:3][CH:2]=1.Cl[C:21]1[N:26]=[C:25]([CH3:27])[CH:24]=[CH:23][N:22]=1. (6) Given the product [C:17]1([C:5]2[CH:6]=[CH:7][C:2]([Br:1])=[CH:3][CH:4]=2)[C:18]2[C:13](=[CH:12][CH:11]=[CH:10][CH:9]=2)[CH:14]=[CH:15][CH:16]=1, predict the reactants needed to synthesize it. The reactants are: [Br:1][C:2]1[CH:7]=[CH:6][C:5](I)=[CH:4][CH:3]=1.[C:9]1(B(O)O)[C:18]2[C:13](=[CH:14][CH:15]=[CH:16][CH:17]=2)[CH:12]=[CH:11][CH:10]=1.C(=O)([O-])[O-].[K+].[K+].